Dataset: Forward reaction prediction with 1.9M reactions from USPTO patents (1976-2016). Task: Predict the product of the given reaction. (1) Given the reactants [CH2:1]([O:3][C:4](=[O:16])[CH:5]([C:7]1[CH:8]=[N:9][C:10]([NH2:15])=[C:11]([O:13][CH3:14])[CH:12]=1)[CH3:6])[CH3:2].C(N(CC)CC)C.[CH3:24][S:25](Cl)(=[O:27])=[O:26], predict the reaction product. The product is: [CH2:1]([O:3][C:4](=[O:16])[CH:5]([C:7]1[CH:8]=[N:9][C:10]([NH:15][S:25]([CH3:24])(=[O:27])=[O:26])=[C:11]([O:13][CH3:14])[CH:12]=1)[CH3:6])[CH3:2]. (2) Given the reactants COC([C@@H]1[C@H](O)CCN1C(OC(C)(C)C)=O)=O.C(OC(N1CC[C@H](O[Si](C(C)(C)C)(C)C)[C@H]1CO)=O)(C)(C)C.[OH:40][C@H:41]1[CH2:48][CH2:47][N:46]2[C@@H:42]1[CH2:43][N:44]([C:51]1[CH:58]=[CH:57][C:54]([C:55]#[N:56])=[C:53]([Cl:59])[C:52]=1[CH3:60])[S:45]2(=[O:50])=[O:49], predict the reaction product. The product is: [Cl:59][C:53]1[C:52]([CH3:60])=[C:51]([N:44]2[CH2:43][C@H:42]3[N:46]([CH2:47][CH2:48][C@H:41]3[OH:40])[S:45]2(=[O:49])=[O:50])[CH:58]=[CH:57][C:54]=1[C:55]#[N:56]. (3) Given the reactants [F:1][C:2]1[CH:25]=[CH:24][C:5]([C:6]([NH:8][C@@H:9]([C@H:15]([OH:23])[C:16]2[CH:21]=[CH:20][CH:19]=[CH:18][C:17]=2[CH3:22])[C:10](OCC)=[O:11])=[O:7])=[C:4]([C:26]([F:29])([F:28])[F:27])[CH:3]=1.[CH3:30][NH2:31], predict the reaction product. The product is: [CH3:30][NH:31][C:10](=[O:11])[C@@H:9]([NH:8][C:6](=[O:7])[C:5]1[CH:24]=[CH:25][C:2]([F:1])=[CH:3][C:4]=1[C:26]([F:29])([F:28])[F:27])[C@H:15]([OH:23])[C:16]1[CH:21]=[CH:20][CH:19]=[CH:18][C:17]=1[CH3:22]. (4) Given the reactants CS([O:5][CH:6]1[CH2:10][CH2:9][N:8]([CH2:11][C:12]2[CH:17]=[CH:16][CH:15]=[CH:14][CH:13]=2)[CH2:7]1)(=O)=O.[Br:18][C:19]1[CH:24]=[CH:23][CH:22]=[CH:21][C:20]=1O, predict the reaction product. The product is: [CH2:11]([N:8]1[CH2:9][CH2:10][CH:6]([O:5][C:20]2[CH:21]=[CH:22][CH:23]=[CH:24][C:19]=2[Br:18])[CH2:7]1)[C:12]1[CH:17]=[CH:16][CH:15]=[CH:14][CH:13]=1. (5) Given the reactants COC[O:4][C:5]1[CH:10]=[C:9]([O:11]COC)[CH:8]=[CH:7][C:6]=1[C:15]1[CH2:24][CH2:23][C:18]2(OCC[O:19]2)[CH2:17][CH:16]=1.Cl.C(=O)(O)[O-].[Na+], predict the reaction product. The product is: [OH:4][C:5]1[CH:10]=[C:9]([OH:11])[CH:8]=[CH:7][C:6]=1[C:15]1[CH2:24][CH2:23][C:18](=[O:19])[CH2:17][CH:16]=1. (6) Given the reactants [CH2:1]([NH:8][C:9]1[N:10]=[CH:11][N:12](C(C2C=CC=CC=2)(C2C=CC=CC=2)C2C=CC=CC=2)[CH:13]=1)[C:2]1[CH:7]=[CH:6][CH:5]=[CH:4][CH:3]=1.[ClH:33], predict the reaction product. The product is: [ClH:33].[CH2:1]([NH:8][C:9]1[N:10]=[CH:11][NH:12][CH:13]=1)[C:2]1[CH:3]=[CH:4][CH:5]=[CH:6][CH:7]=1. (7) Given the reactants [C:1]([C:3]1[C:4]([O:35]C)=[N:5][N:6]([C:29]2[CH:34]=[CH:33][CH:32]=[CH:31][CH:30]=2)[C:7]=1[NH:8][C:9]([NH:11][C@H:12]1[C@H:16]([C:17]2[CH:22]=[CH:21][C:20]([F:23])=[C:19]([F:24])[CH:18]=2)[CH2:15][N:14]([CH2:25][CH2:26][O:27][CH3:28])[CH2:13]1)=[O:10])#[N:2].Cl.[OH-].[Na+], predict the reaction product. The product is: [C:1]([C:3]1[C:4](=[O:35])[NH:5][N:6]([C:29]2[CH:34]=[CH:33][CH:32]=[CH:31][CH:30]=2)[C:7]=1[NH:8][C:9]([NH:11][C@H:12]1[C@H:16]([C:17]2[CH:22]=[CH:21][C:20]([F:23])=[C:19]([F:24])[CH:18]=2)[CH2:15][N:14]([CH2:25][CH2:26][O:27][CH3:28])[CH2:13]1)=[O:10])#[N:2].